Dataset: Forward reaction prediction with 1.9M reactions from USPTO patents (1976-2016). Task: Predict the product of the given reaction. Given the reactants [Br:1][C:2]1[CH:3]=[C:4]([CH:12]([CH2:16][CH:17]2[CH2:21][CH2:20][CH2:19][CH2:18]2)[C:13]([OH:15])=O)[CH:5]=[CH:6][C:7]=1[S:8]([CH3:11])(=[O:10])=[O:9].C1(P(C2C=CC=CC=2)C2C=CC=CC=2)C=CC=CC=1.BrN1C(=O)CCC1=O.[NH2:49][C:50]1[CH:55]=[N:54][CH:53]=[CH:52][N:51]=1, predict the reaction product. The product is: [Br:1][C:2]1[CH:3]=[C:4]([CH:12]([CH2:16][CH:17]2[CH2:21][CH2:20][CH2:19][CH2:18]2)[C:13]([NH:49][C:50]2[CH:55]=[N:54][CH:53]=[CH:52][N:51]=2)=[O:15])[CH:5]=[CH:6][C:7]=1[S:8]([CH3:11])(=[O:9])=[O:10].